Dataset: Serine/threonine kinase 33 screen with 319,792 compounds. Task: Binary Classification. Given a drug SMILES string, predict its activity (active/inactive) in a high-throughput screening assay against a specified biological target. (1) The drug is o1c2c(c(c1C(OC(C(=O)Nc1ccc(NC(=O)C)cc1)C)=O)C)cccc2. The result is 0 (inactive). (2) The molecule is S(=O)(=O)(N1CCCCCC1)c1cc(ccc1)C(=O)Nc1nocc1. The result is 0 (inactive). (3) The drug is Clc1ccc(cc1)/C=N\NC(=O)Cn1ncnc1. The result is 0 (inactive). (4) The drug is S=C(N1CCCCCC1)Nc1cc2nsnc2cc1. The result is 0 (inactive). (5) The compound is O=C1N(CC(C1)C(=O)N\N=C\c1occc1)c1ccccc1. The result is 0 (inactive). (6) The compound is Fc1c(C2NC(=O)NC(=C2C(=O)N(CC)CC)C)cccc1. The result is 0 (inactive). (7) The molecule is s1nc(nc1N(C)C)c1ccccc1. The result is 0 (inactive).